From a dataset of Full USPTO retrosynthesis dataset with 1.9M reactions from patents (1976-2016). Predict the reactants needed to synthesize the given product. (1) Given the product [CH2:23]([O:25][C:26]1[CH:31]=[CH:30][C:29]([CH2:32][C:33]([OH:35])=[O:34])=[CH:28][C:27]=1[O:12][CH2:11][CH2:10][CH2:9][C:8]1[C:4]([CH:1]([CH3:3])[CH3:2])=[N:5][N:6]([C:13]2[CH:18]=[CH:17][C:16]([C:19]([F:21])([F:20])[F:22])=[CH:15][N:14]=2)[CH:7]=1)[CH3:24], predict the reactants needed to synthesize it. The reactants are: [CH:1]([C:4]1[C:8]([CH2:9][CH2:10][CH2:11][OH:12])=[CH:7][N:6]([C:13]2[CH:18]=[CH:17][C:16]([C:19]([F:22])([F:21])[F:20])=[CH:15][N:14]=2)[N:5]=1)([CH3:3])[CH3:2].[CH2:23]([O:25][C:26]1[CH:31]=[CH:30][C:29]([CH2:32][C:33]([O:35]C)=[O:34])=[CH:28][C:27]=1O)[CH3:24].C(P(CCCC)CCCC)CCC.N(C(N1CCCCC1)=O)=NC(N1CCCCC1)=O. (2) Given the product [O:24]=[S:16]1(=[O:25])[C:17]2[CH:23]=[CH:22][CH:21]=[CH:20][C:18]=2[CH2:19][N:13]([C:4]2[CH:3]=[C:2]([NH:32][C:29]3[CH:30]=[CH:31][C:26]([NH2:33])=[CH:27][CH:28]=3)[C:11]3[C:6](=[CH:7][CH:8]=[C:9]([CH3:12])[CH:10]=3)[N:5]=2)[CH2:14][CH2:15]1, predict the reactants needed to synthesize it. The reactants are: Cl[C:2]1[C:11]2[C:6](=[CH:7][CH:8]=[C:9]([CH3:12])[CH:10]=2)[N:5]=[C:4]([N:13]2[CH2:19][C:18]3[CH:20]=[CH:21][CH:22]=[CH:23][C:17]=3[S:16](=[O:25])(=[O:24])[CH2:15][CH2:14]2)[CH:3]=1.[C:26]1([NH2:33])[CH:31]=[CH:30][C:29]([NH2:32])=[CH:28][CH:27]=1.